From a dataset of Forward reaction prediction with 1.9M reactions from USPTO patents (1976-2016). Predict the product of the given reaction. (1) Given the reactants [NH2:1][C:2]1[C:10]([OH:11])=[CH:9][CH:8]=[CH:7][C:3]=1[C:4]([OH:6])=O.N1[CH:16]=[CH:15]N=C1.C(Cl)(=O)C.Cl.[NH2:22][CH:23]1[CH2:28][CH2:27][C:26](=[O:29])[NH:25][C:24]1=[O:30].P(OC1C=CC=CC=1)(OC1C=CC=CC=1)OC1C=CC=CC=1.Cl, predict the reaction product. The product is: [OH:11][C:10]1[CH:9]=[CH:8][CH:7]=[C:3]2[C:2]=1[N:1]=[C:15]([CH3:16])[N:22]([CH:23]1[CH2:28][CH2:27][C:26](=[O:29])[NH:25][C:24]1=[O:30])[C:4]2=[O:6]. (2) Given the reactants [CH3:1][C:2]1[N:7]([C:8]2[CH:13]=[CH:12][CH:11]=[C:10]([C:14]([F:17])([F:16])[F:15])[CH:9]=2)[C:6](=[O:18])[C:5]([C:19](O)=[O:20])=[CH:4][CH:3]=1.[I:22]N1C(=O)CCC1=O.O=S(Cl)Cl.CCN(C(C)C)C(C)C.[CH2:43]([NH2:46])[C:44]#[CH:45], predict the reaction product. The product is: [CH2:43]([NH:46][C:19]([C:5]1[C:6](=[O:18])[N:7]([C:8]2[CH:13]=[CH:12][CH:11]=[C:10]([C:14]([F:15])([F:16])[F:17])[CH:9]=2)[C:2]([CH3:1])=[C:3]([I:22])[CH:4]=1)=[O:20])[C:44]#[CH:45]. (3) Given the reactants [Cl:1][C:2]1[CH:3]=[C:4](/[CH:8]=[CH:9]/[C:10]([N:12]2[CH2:18][CH2:17][C:16](=[O:19])[NH:15][CH2:14][CH2:13]2)=[O:11])[CH:5]=[CH:6][CH:7]=1.Cl[CH2:21][CH2:22][N:23]1[CH2:27][CH2:26][CH2:25][CH2:24]1, predict the reaction product. The product is: [Cl:1][C:2]1[CH:3]=[C:4](/[CH:8]=[CH:9]/[C:10]([N:12]2[CH2:18][CH2:17][C:16](=[O:19])[N:15]([CH2:21][CH2:22][N:23]3[CH2:27][CH2:26][CH2:25][CH2:24]3)[CH2:14][CH2:13]2)=[O:11])[CH:5]=[CH:6][CH:7]=1. (4) Given the reactants [Cl:1][C:2]1[CH:7]=[CH:6][C:5]([CH2:8][N:9]2[CH2:14][CH2:13][NH:12][CH2:11][CH2:10]2)=[C:4]([N:15]2[CH2:23][C:22]3[C:17](=[N:18][CH:19]=[CH:20][CH:21]=3)[CH2:16]2)[CH:3]=1.[C:24](=O)([O:33]N1C(=O)CCC1=O)[O:25][N:26]1[C:30](=[O:31])[CH2:29][CH2:28][C:27]1=[O:32].C(N(CC)CC)C, predict the reaction product. The product is: [Cl:1][C:2]1[CH:7]=[CH:6][C:5]([CH2:8][N:9]2[CH2:14][CH2:13][N:12]([C:24]([O:25][N:26]3[C:30](=[O:31])[CH2:29][CH2:28][C:27]3=[O:32])=[O:33])[CH2:11][CH2:10]2)=[C:4]([N:15]2[CH2:23][C:22]3[C:17](=[N:18][CH:19]=[CH:20][CH:21]=3)[CH2:16]2)[CH:3]=1. (5) Given the reactants [NH2:1][C:2]1[CH:7]=[CH:6][C:5]([NH:8][C:9]2[CH:14]=[CH:13][C:12]([NH2:15])=[CH:11][C:10]=2[Cl:16])=[CH:4][CH:3]=1.[OH:17][CH:18]1[CH2:23][CH2:22][N:21]([C:24]2[CH:32]=[CH:31][C:27]([C:28](O)=[O:29])=[CH:26][CH:25]=2)[CH2:20][CH2:19]1, predict the reaction product. The product is: [Cl:16][C:10]1[CH:11]=[C:12]([NH:15][C:28](=[O:29])[C:27]2[CH:31]=[CH:32][C:24]([N:21]3[CH2:22][CH2:23][CH:18]([OH:17])[CH2:19][CH2:20]3)=[CH:25][CH:26]=2)[CH:13]=[CH:14][C:9]=1[NH:8][C:5]1[CH:4]=[CH:3][C:2]([NH:1][C:28](=[O:29])[C:27]2[CH:26]=[CH:25][C:24]([N:21]3[CH2:22][CH2:23][CH:18]([OH:17])[CH2:19][CH2:20]3)=[CH:32][CH:31]=2)=[CH:7][CH:6]=1. (6) Given the reactants [Si]([O:18][C:19]1[CH:56]=[CH:55][C:22]([O:23][CH2:24][C@@H:25]([OH:54])[CH2:26][NH:27][CH2:28][CH2:29][C:30]2[CH:53]=[CH:52][C:33]([NH:34][CH:35]3[CH2:40][CH2:39][N:38]([C:41]([NH:43][CH2:44][CH2:45][CH2:46][CH2:47][CH2:48][CH2:49][CH2:50][CH3:51])=[O:42])[CH2:37][CH2:36]3)=[CH:32][CH:31]=2)=[C:21]([Cl:57])[CH:20]=1)(C(C)(C)C)(C1C=CC=CC=1)C1C=CC=CC=1, predict the reaction product. The product is: [Cl:57][C:21]1[CH:20]=[C:19]([OH:18])[CH:56]=[CH:55][C:22]=1[O:23][CH2:24][C@@H:25]([OH:54])[CH2:26][NH:27][CH2:28][CH2:29][C:30]1[CH:53]=[CH:52][C:33]([NH:34][CH:35]2[CH2:40][CH2:39][N:38]([C:41]([NH:43][CH2:44][CH2:45][CH2:46][CH2:47][CH2:48][CH2:49][CH2:50][CH3:51])=[O:42])[CH2:37][CH2:36]2)=[CH:32][CH:31]=1.